Dataset: Peptide-MHC class II binding affinity with 134,281 pairs from IEDB. Task: Regression. Given a peptide amino acid sequence and an MHC pseudo amino acid sequence, predict their binding affinity value. This is MHC class II binding data. (1) The peptide sequence is LKDEAYFAANAAAQA. The MHC is HLA-DPA10301-DPB10402 with pseudo-sequence HLA-DPA10301-DPB10402. The binding affinity (normalized) is 0.462. (2) The peptide sequence is PEFQSIVQTLNAMPE. The MHC is DRB5_0101 with pseudo-sequence DRB5_0101. The binding affinity (normalized) is 0.449. (3) The peptide sequence is QTYSKFDTNSHNDDA. The MHC is DRB1_0401 with pseudo-sequence DRB1_0401. The binding affinity (normalized) is 0.577. (4) The peptide sequence is DKKYFAATQFEPLAA. The MHC is HLA-DPA10301-DPB10402 with pseudo-sequence HLA-DPA10301-DPB10402. The binding affinity (normalized) is 0.832. (5) The peptide sequence is NQFGSVPAVTISCMT. The MHC is DRB1_0404 with pseudo-sequence DRB1_0404. The binding affinity (normalized) is 0.405.